Dataset: NCI-60 drug combinations with 297,098 pairs across 59 cell lines. Task: Regression. Given two drug SMILES strings and cell line genomic features, predict the synergy score measuring deviation from expected non-interaction effect. (1) Drug 1: C1CCC(CC1)NC(=O)N(CCCl)N=O. Drug 2: CC1C(C(CC(O1)OC2CC(OC(C2O)C)OC3=CC4=CC5=C(C(=O)C(C(C5)C(C(=O)C(C(C)O)O)OC)OC6CC(C(C(O6)C)O)OC7CC(C(C(O7)C)O)OC8CC(C(C(O8)C)O)(C)O)C(=C4C(=C3C)O)O)O)O. Cell line: NCI-H460. Synergy scores: CSS=7.05, Synergy_ZIP=-0.489, Synergy_Bliss=3.32, Synergy_Loewe=2.45, Synergy_HSA=2.57. (2) Drug 1: CC1C(C(CC(O1)OC2CC(CC3=C2C(=C4C(=C3O)C(=O)C5=C(C4=O)C(=CC=C5)OC)O)(C(=O)C)O)N)O.Cl. Drug 2: C1=CN(C(=O)N=C1N)C2C(C(C(O2)CO)O)O.Cl. Cell line: MALME-3M. Synergy scores: CSS=42.5, Synergy_ZIP=-3.77, Synergy_Bliss=-1.89, Synergy_Loewe=-1.33, Synergy_HSA=-0.0915. (3) Cell line: HOP-62. Drug 1: CN(C)N=NC1=C(NC=N1)C(=O)N. Drug 2: CC1C(C(CC(O1)OC2CC(CC3=C2C(=C4C(=C3O)C(=O)C5=CC=CC=C5C4=O)O)(C(=O)C)O)N)O. Synergy scores: CSS=41.2, Synergy_ZIP=-2.22, Synergy_Bliss=0.533, Synergy_Loewe=-28.1, Synergy_HSA=2.54. (4) Drug 1: CN1C(=O)N2C=NC(=C2N=N1)C(=O)N. Drug 2: CC1C(C(CC(O1)OC2CC(CC3=C2C(=C4C(=C3O)C(=O)C5=C(C4=O)C(=CC=C5)OC)O)(C(=O)CO)O)N)O.Cl. Cell line: MCF7. Synergy scores: CSS=20.0, Synergy_ZIP=-3.22, Synergy_Bliss=-1.70, Synergy_Loewe=-17.6, Synergy_HSA=-1.33. (5) Drug 1: CC1=C(C=C(C=C1)NC(=O)C2=CC=C(C=C2)CN3CCN(CC3)C)NC4=NC=CC(=N4)C5=CN=CC=C5. Drug 2: COCCOC1=C(C=C2C(=C1)C(=NC=N2)NC3=CC=CC(=C3)C#C)OCCOC.Cl. Cell line: UACC62. Synergy scores: CSS=-1.39, Synergy_ZIP=-0.384, Synergy_Bliss=-1.02, Synergy_Loewe=-3.03, Synergy_HSA=-2.18. (6) Drug 1: CC1=C(C(=O)C2=C(C1=O)N3CC4C(C3(C2COC(=O)N)OC)N4)N. Drug 2: C1CNP(=O)(OC1)N(CCCl)CCCl. Cell line: RXF 393. Synergy scores: CSS=3.37, Synergy_ZIP=-1.03, Synergy_Bliss=-1.55, Synergy_Loewe=-7.45, Synergy_HSA=-3.72. (7) Drug 1: CCCS(=O)(=O)NC1=C(C(=C(C=C1)F)C(=O)C2=CNC3=C2C=C(C=N3)C4=CC=C(C=C4)Cl)F. Drug 2: CC1OCC2C(O1)C(C(C(O2)OC3C4COC(=O)C4C(C5=CC6=C(C=C35)OCO6)C7=CC(=C(C(=C7)OC)O)OC)O)O. Cell line: SN12C. Synergy scores: CSS=43.1, Synergy_ZIP=9.96, Synergy_Bliss=7.18, Synergy_Loewe=-8.39, Synergy_HSA=5.52.